Dataset: Catalyst prediction with 721,799 reactions and 888 catalyst types from USPTO. Task: Predict which catalyst facilitates the given reaction. (1) The catalyst class is: 2. Product: [O:15]=[C:10]1[CH2:11][CH2:12][C:13](=[O:14])[N:9]1[O:6][C:1](=[O:7])[C:2]#[C:3][CH2:4][CH3:5]. Reactant: [C:1]([OH:7])(=[O:6])[CH2:2][CH2:3][C:4]#[CH:5].O[N:9]1[C:13](=[O:14])[CH2:12][CH2:11][C:10]1=[O:15].Cl.C(N=C=NCCCN(C)C)C. (2) Reactant: [Cl:1][C:2]1[CH:7]=[CH:6][CH:5]=[CH:4][C:3]=1[N:8]1[C:12](=[O:13])[C:11]([C:14]([O:16]CC)=[O:15])=[CH:10][N:9]1[CH3:19].O1CCCC1.[OH-].[Na+]. Product: [Cl:1][C:2]1[CH:7]=[CH:6][CH:5]=[CH:4][C:3]=1[N:8]1[C:12](=[O:13])[C:11]([C:14]([OH:16])=[O:15])=[CH:10][N:9]1[CH3:19]. The catalyst class is: 5. (3) Reactant: [CH2:1]([P:3]([OH:10])([CH2:5][CH2:6][C:7]([OH:9])=[O:8])=[O:4])[CH3:2].[OH-].[Na+:12]. Product: [Na+:12].[CH2:1]([P:3]([OH:10])([CH2:5][CH2:6][C:7]([O-:9])=[O:8])=[O:4])[CH3:2]. The catalyst class is: 6. (4) Reactant: [CH3:1][S:2][S:3]([CH3:6])(=O)=O.[F:7][C:8]([F:19])([F:18])[CH:9]([C:11]1[CH:16]=[CH:15]C(S)=[CH:13][CH:12]=1)[OH:10]. Product: [F:7][C:8]([F:18])([F:19])[CH:9]([C:11]1[CH:16]=[CH:15][C:1]([S:2][S:3][CH3:6])=[CH:13][CH:12]=1)[OH:10]. The catalyst class is: 301. (5) Reactant: [Br:1][C:2]1[CH:7]=[CH:6][C:5]([NH:8][C:9]2[C:10]([C:19](O)=[O:20])=[CH:11][C:12]3[NH:16][CH:15]=[N:14][C:13]=3[C:17]=2[F:18])=[C:4]([Cl:22])[CH:3]=1.C1C=[CH:25][C:26]2N(O)N=N[C:27]=2[CH:28]=1.C(N(CC)CC)C.Cl.C1([N:44](C)[OH:45])CC1.CCN=C=NCCCN(C)C. Product: [CH:26]1([CH2:25][O:45][NH:44][C:19]([C:10]2[C:9]([NH:8][C:5]3[CH:6]=[CH:7][C:2]([Br:1])=[CH:3][C:4]=3[Cl:22])=[C:17]([F:18])[C:13]3[N:14]=[CH:15][NH:16][C:12]=3[CH:11]=2)=[O:20])[CH2:27][CH2:28]1. The catalyst class is: 248.